Dataset: Reaction yield outcomes from USPTO patents with 853,638 reactions. Task: Predict the reaction yield, written as a fraction of the theoretical maximum amount of product (1.0 means a 100% yield; for example, 0.34 means a 34% yield). (1) The reactants are Br[C:2]1[CH:3]=[C:4]([S:8]([N:11]2[C:15]([C:16]3[CH:21]=[CH:20][CH:19]=[CH:18][CH:17]=3)=[CH:14][C:13]([CH2:22][N:23]([CH3:31])C(=O)OC(C)(C)C)=[CH:12]2)(=[O:10])=[O:9])[CH:5]=[N:6][CH:7]=1.[CH3:32]B(O)O.C(=O)([O-])[O-].[K+].[K+].C(=O)([O-])O.[Na+].C(OCC)(=O)C.[ClH:53]. The catalyst is C(O)C.C1C=CC([P]([Pd]([P](C2C=CC=CC=2)(C2C=CC=CC=2)C2C=CC=CC=2)([P](C2C=CC=CC=2)(C2C=CC=CC=2)C2C=CC=CC=2)[P](C2C=CC=CC=2)(C2C=CC=CC=2)C2C=CC=CC=2)(C2C=CC=CC=2)C2C=CC=CC=2)=CC=1.O1CCOCC1. The product is [ClH:53].[ClH:53].[CH3:31][NH:23][CH2:22][C:13]1[CH:14]=[C:15]([C:16]2[CH:21]=[CH:20][CH:19]=[CH:18][CH:17]=2)[N:11]([S:8]([C:4]2[CH:5]=[N:6][CH:7]=[C:2]([CH3:32])[CH:3]=2)(=[O:9])=[O:10])[CH:12]=1. The yield is 0.390. (2) The reactants are [CH2:1]([O:8][C:9](=[O:22])[NH:10][CH2:11][CH2:12][CH2:13][CH2:14][C:15]1[CH:20]=[CH:19][C:18]([OH:21])=[CH:17][CH:16]=1)[C:2]1[CH:7]=[CH:6][CH:5]=[CH:4][CH:3]=1.C(=O)([O-])[O-].[K+].[K+].[I-].[Na+].Br[CH2:32][C:33]([O:35][CH2:36][CH3:37])=[O:34]. The catalyst is CN(C=O)C.O. The product is [CH2:36]([O:35][C:33](=[O:34])[CH2:32][O:21][C:18]1[CH:19]=[CH:20][C:15]([CH2:14][CH2:13][CH2:12][CH2:11][NH:10][C:9]([O:8][CH2:1][C:2]2[CH:7]=[CH:6][CH:5]=[CH:4][CH:3]=2)=[O:22])=[CH:16][CH:17]=1)[CH3:37]. The yield is 0.890. (3) The product is [C:1]1([C:7]2[N:11]([S:12]([C:15]3[CH:16]=[CH:17][CH:18]=[CH:19][CH:20]=3)(=[O:13])=[O:14])[CH:10]=[C:9]([CH:21]=[O:22])[C:8]=2[CH2:23][CH2:24][CH3:25])[CH:2]=[CH:3][CH:4]=[CH:5][CH:6]=1. The catalyst is [Ru]([O-])(=O)(=O)=O.C([N+](CCC)(CCC)CCC)CC. The yield is 0.470. The reactants are [C:1]1([C:7]2[N:11]([S:12]([C:15]3[CH:20]=[CH:19][CH:18]=[CH:17][CH:16]=3)(=[O:14])=[O:13])[CH:10]=[C:9]([CH2:21][OH:22])[C:8]=2[CH2:23][CH2:24][CH3:25])[CH:6]=[CH:5][CH:4]=[CH:3][CH:2]=1.C[N+]1([O-])CCOCC1. (4) The reactants are [C:1]([O:5][C:6](=[O:33])[NH:7][CH2:8][C@H:9]([CH2:25][C:26]1[CH:31]=[CH:30][C:29]([Cl:32])=[CH:28][CH:27]=1)[C:10](N1[C@H](C)[C@H](C2C=CC=CC=2)OC1=O)=[O:11])([CH3:4])([CH3:3])[CH3:2].[Li+].[OH-].OO.[O-:38]S([O-])=O.[Na+].[Na+]. The catalyst is C1COCC1.O.CCOC(C)=O. The product is [C:1]([O:5][C:6]([NH:7][CH2:8][C@H:9]([CH2:25][C:26]1[CH:31]=[CH:30][C:29]([Cl:32])=[CH:28][CH:27]=1)[C:10]([OH:11])=[O:38])=[O:33])([CH3:2])([CH3:3])[CH3:4]. The yield is 0.750.